From a dataset of Catalyst prediction with 721,799 reactions and 888 catalyst types from USPTO. Predict which catalyst facilitates the given reaction. (1) Reactant: [Cl:1][C:2]1[CH:3]=[C:4]([NH:8][C:9]2[C:14]3[CH:15]=[CH:16][NH:17][C:13]=3[C:12]([C:18]([OH:20])=[O:19])=[CH:11][N:10]=2)[CH:5]=[CH:6][CH:7]=1.Cl.C(N=C=NCCCN(C)C)C.O.ON1C2C=CC=CC=2N=N1.[NH:44]1[CH2:49][CH2:48][O:47][CH2:46][CH2:45]1.C(N1CCOCC1)C. Product: [CH:18]([OH:20])=[O:19].[Cl:1][C:2]1[CH:3]=[C:4]([NH:8][C:9]2[C:14]3[CH:15]=[CH:16][NH:17][C:13]=3[C:12]([C:18]([N:44]3[CH2:49][CH2:48][O:47][CH2:46][CH2:45]3)=[O:20])=[CH:11][N:10]=2)[CH:5]=[CH:6][CH:7]=1. The catalyst class is: 483. (2) Reactant: [C:1]([C:3]1[CH:4]=[C:5]([CH:8]=[C:9]([OH:11])[CH:10]=1)[CH:6]=[O:7])#[CH:2].N1C=CN=C1.Cl[Si:18]([CH:25]([CH3:27])[CH3:26])([CH:22]([CH3:24])[CH3:23])[CH:19]([CH3:21])[CH3:20].O. Product: [C:1]([C:3]1[CH:4]=[C:5]([CH:8]=[C:9]([O:11][Si:18]([CH:25]([CH3:27])[CH3:26])([CH:22]([CH3:24])[CH3:23])[CH:19]([CH3:21])[CH3:20])[CH:10]=1)[CH:6]=[O:7])#[CH:2]. The catalyst class is: 39. (3) Reactant: [N-:1]=[N+:2]=[N-:3].[Na+].Br[C:6]1[C:15]2[CH:14]=[N:13][C:12]([S:16][CH3:17])=[N:11][C:10]=2[N:9]([CH:18]2[CH2:22][CH2:21][CH2:20][CH2:19]2)[C:8](=[O:23])[CH:7]=1. Product: [N:1]([C:6]1[C:15]2[CH:14]=[N:13][C:12]([S:16][CH3:17])=[N:11][C:10]=2[N:9]([CH:18]2[CH2:22][CH2:21][CH2:20][CH2:19]2)[C:8](=[O:23])[CH:7]=1)=[N+:2]=[N-:3]. The catalyst class is: 3. (4) Reactant: [NH2:1][C:2]1[CH:7]=[C:6]([O:8][CH3:9])[CH:5]=[CH:4][C:3]=1/[CH:10]=[CH:11]/[C:12]([O:14]C)=O. Product: [CH3:9][O:8][C:6]1[CH:7]=[C:2]2[C:3]([CH:10]=[CH:11][C:12](=[O:14])[NH:1]2)=[CH:4][CH:5]=1. The catalyst class is: 10. (5) Reactant: F[C:2]1[CH:7]=[C:6]([C:8]2[C:9]([C:13]3[CH:18]=[CH:17][C:16]([F:19])=[CH:15][CH:14]=3)=[N:10][NH:11][CH:12]=2)[CH:5]=[CH:4][N:3]=1.C([O-])(O)=[O:21].[Na+].O. Product: [F:19][C:16]1[CH:17]=[CH:18][C:13]([C:9]2[C:8]([C:6]3[CH:5]=[CH:4][NH:3][C:2](=[O:21])[CH:7]=3)=[CH:12][NH:11][N:10]=2)=[CH:14][CH:15]=1. The catalyst class is: 295. (6) Reactant: [CH3:1][N:2]1[CH2:7][CH2:6][C:5]([CH2:9][N+:10]([O-])=O)([OH:8])[CH2:4][CH2:3]1. Product: [NH2:10][CH2:9][C:5]1([OH:8])[CH2:6][CH2:7][N:2]([CH3:1])[CH2:3][CH2:4]1. The catalyst class is: 94.